From a dataset of Forward reaction prediction with 1.9M reactions from USPTO patents (1976-2016). Predict the product of the given reaction. (1) Given the reactants [CH2:1]([C@@:5]1([CH2:28][CH3:29])[NH:11][C@H:10]([C:12]2[CH:17]=[CH:16][CH:15]=[CH:14][CH:13]=2)[C:9]2[CH:18]=[C:19]([O:24][CH3:25])[C:20]([C:22]#[N:23])=[CH:21][C:8]=2[S:7](=[O:27])(=[O:26])[CH2:6]1)[CH2:2][CH2:3][CH3:4].Cl, predict the reaction product. The product is: [CH2:1]([C@@:5]1([CH2:28][CH3:29])[NH:11][C@H:10]([C:12]2[CH:13]=[CH:14][CH:15]=[CH:16][CH:17]=2)[C:9]2[CH:18]=[C:19]([O:24][CH3:25])[C:20]([CH2:22][NH2:23])=[CH:21][C:8]=2[S:7](=[O:26])(=[O:27])[CH2:6]1)[CH2:2][CH2:3][CH3:4]. (2) Given the reactants [CH3:1][N:2]1[CH2:6][CH2:5][CH2:4][CH2:3]1.[Br:7][CH2:8][CH2:9][O:10][CH2:11][CH2:12][O:13][CH3:14], predict the reaction product. The product is: [Br-:7].[CH3:14][O:13][CH2:12][CH2:11][O:10][CH2:9][CH2:8][N+:2]1([CH3:1])[CH2:6][CH2:5][CH2:4][CH2:3]1. (3) Given the reactants [CH3:1][C:2]1([CH3:15])[CH2:11][CH2:10][C:9]([CH3:13])([CH3:12])[C:8]2[CH:7]=[C:6](Br)[CH:5]=[CH:4][C:3]1=2.[BH:16]([OH:18])[OH:17], predict the reaction product. The product is: [CH3:1][C:2]1([CH3:15])[CH2:11][CH2:10][C:9]([CH3:13])([CH3:12])[C:8]2[CH:7]=[C:6]([B:16]([OH:18])[OH:17])[CH:5]=[CH:4][C:3]1=2. (4) Given the reactants [CH:1]([N:4]1[C:8]([C:9]2[N:18]=[C:17]3[N:11]([CH2:12][CH2:13][O:14][C:15]4[CH:22]=[C:21]([O:23]C)[N:20]=[CH:19][C:16]=43)[CH:10]=2)=[N:7][CH:6]=[N:5]1)([CH3:3])[CH3:2].Br, predict the reaction product. The product is: [CH:1]([N:4]1[C:8]([C:9]2[N:18]=[C:17]3[N:11]([CH2:12][CH2:13][O:14][C:15]4[CH:22]=[C:21]([OH:23])[N:20]=[CH:19][C:16]=43)[CH:10]=2)=[N:7][CH:6]=[N:5]1)([CH3:3])[CH3:2]. (5) Given the reactants [C:1]([C:4]1[CH:5]=[C:6]([C:10]2[N:11]=[CH:12][N:13]([C:15]([N:17]([CH:19]3[CH2:24][CH2:23][N:22]([C:25]4[CH:30]=[CH:29][C:28]([OH:31])=[CH:27][CH:26]=4)[CH2:21][CH2:20]3)[CH3:18])=[O:16])[CH:14]=2)[CH:7]=[CH:8][CH:9]=1)(=[O:3])[NH2:2].[ClH:32].C(OCC)C, predict the reaction product. The product is: [ClH:32].[C:1]([C:4]1[CH:5]=[C:6]([C:10]2[N:11]=[CH:12][N:13]([C:15]([N:17]([CH:19]3[CH2:20][CH2:21][N:22]([C:25]4[CH:26]=[CH:27][C:28]([OH:31])=[CH:29][CH:30]=4)[CH2:23][CH2:24]3)[CH3:18])=[O:16])[CH:14]=2)[CH:7]=[CH:8][CH:9]=1)(=[O:3])[NH2:2]. (6) Given the reactants [CH2:1]([C@@H:3]1[CH2:7][NH:6][CH2:5][C@H:4]1[OH:8])[CH3:2].[CH:9]1([C:12](Cl)=[O:13])[CH2:11][CH2:10]1.C(N(CC)CC)C.O, predict the reaction product. The product is: [CH:9]1([C:12]([N:6]2[CH2:5][CH:4]([OH:8])[CH:3]([CH2:1][CH3:2])[CH2:7]2)=[O:13])[CH2:11][CH2:10]1.